Dataset: Reaction yield outcomes from USPTO patents with 853,638 reactions. Task: Predict the reaction yield, written as a fraction of the theoretical maximum amount of product (1.0 means a 100% yield; for example, 0.34 means a 34% yield). (1) The reactants are [NH2:1][C:2]1[NH:3][C:4](=[S:16])[C:5]([C:14]#[N:15])=[C:6]([C:8]2[CH:13]=[CH:12][CH:11]=[CH:10][CH:9]=2)[N:7]=1.C[O-].[Na+].Cl[CH2:21][C:22]([O:24][CH3:25])=[O:23]. The catalyst is CO. The product is [CH3:25][O:24][C:22](=[O:23])[CH2:21][S:16][C:4]1[C:5]([C:14]#[N:15])=[C:6]([C:8]2[CH:13]=[CH:12][CH:11]=[CH:10][CH:9]=2)[N:7]=[C:2]([NH2:1])[N:3]=1. The yield is 0.320. (2) The reactants are F[C:2]1[CH:3]=[CH:4][C:5]([N+:21]([O-:23])=[O:22])=[C:6]([NH:8][C@@H:9]2[CH2:14][CH2:13][C@H:12]([C:15]([NH:17][CH:18]([CH3:20])[CH3:19])=[O:16])[CH2:11][CH2:10]2)[CH:7]=1.[CH3:24][S:25]([O-:27])=[O:26].[Na+]. The catalyst is CN(C=O)C.C(Cl)Cl.CO. The product is [CH:18]([NH:17][C:15]([C@H:12]1[CH2:13][CH2:14][C@@H:9]([NH:8][C:6]2[CH:7]=[C:2]([S:25]([CH3:24])(=[O:27])=[O:26])[CH:3]=[CH:4][C:5]=2[N+:21]([O-:23])=[O:22])[CH2:10][CH2:11]1)=[O:16])([CH3:20])[CH3:19]. The yield is 1.05. (3) The reactants are [CH2:1]([N:4]([CH2:19][C:20](OCC)=[O:21])[S:5]([N:8]([CH2:16][CH:17]=[CH2:18])[C:9]([O:11][C:12]([CH3:15])([CH3:14])[CH3:13])=[O:10])(=[O:7])=[O:6])[CH:2]=[CH2:3].[H-]. The catalyst is ClCCl. The product is [CH2:16]([N:8]([S:5]([N:4]([CH2:1][CH:2]=[CH2:3])[CH2:19][CH:20]=[O:21])(=[O:6])=[O:7])[C:9](=[O:10])[O:11][C:12]([CH3:15])([CH3:14])[CH3:13])[CH:17]=[CH2:18]. The yield is 0.640. (4) The reactants are [OH:1][C:2]1[CH:3]=[C:4]([CH2:9][C@H:10]([NH:27]C(OC(C)(C)C)=O)[C:11]([O:13][CH2:14][CH:15]([OH:26])[CH2:16][O:17][C:18]([C:20]2[CH:25]=[CH:24][CH:23]=[CH:22][CH:21]=2)=[O:19])=[O:12])[CH:5]=[CH:6][C:7]=1[OH:8].[ClH:35]. The catalyst is O1CCOCC1. The product is [ClH:35].[NH2:27][C@@H:10]([CH2:9][C:4]1[CH:5]=[CH:6][C:7]([OH:8])=[C:2]([OH:1])[CH:3]=1)[C:11]([O:13][CH2:14][CH:15]([OH:26])[CH2:16][O:17][C:18]([C:20]1[CH:25]=[CH:24][CH:23]=[CH:22][CH:21]=1)=[O:19])=[O:12]. The yield is 0.480. (5) The reactants are [NH2:1][C:2]1[C:11]2[CH:10]=[CH:9][CH:8]=[C:7](Br)[C:6]=2[N:5]=[C:4]2[CH2:13][N:14]([CH:17]3[CH2:20][CH2:19][CH2:18]3)[C:15](=[O:16])[C:3]=12.[CH3:21][O:22][C:23]1[C:28](B(O)O)=[CH:27][CH:26]=[C:25]([O:32][CH3:33])[N:24]=1. No catalyst specified. The product is [NH2:1][C:2]1[C:11]2[CH:10]=[CH:9][CH:8]=[C:7]([C:28]3[C:23]([O:22][CH3:21])=[N:24][C:25]([O:32][CH3:33])=[CH:26][CH:27]=3)[C:6]=2[N:5]=[C:4]2[CH2:13][N:14]([CH:17]3[CH2:20][CH2:19][CH2:18]3)[C:15](=[O:16])[C:3]=12. The yield is 0.869. (6) The reactants are [CH3:1][O:2][C:3](=[O:36])[CH:4]([NH:28][C:29]([O:31][C:32]([CH3:35])([CH3:34])[CH3:33])=[O:30])[CH2:5][O:6][C:7]1[CH:12]=[CH:11][C:10]([CH2:13][CH2:14][CH2:15][CH2:16][NH:17]C(OCC2C=CC=CC=2)=O)=[CH:9][CH:8]=1. The catalyst is CO.[Pd]. The product is [CH3:1][O:2][C:3](=[O:36])[CH:4]([NH:28][C:29]([O:31][C:32]([CH3:34])([CH3:33])[CH3:35])=[O:30])[CH2:5][O:6][C:7]1[CH:8]=[CH:9][C:10]([CH2:13][CH2:14][CH2:15][CH2:16][NH2:17])=[CH:11][CH:12]=1. The yield is 0.980. (7) The reactants are [C:1]([O:5][C:6](=[O:29])[C:7]([O:10]/[N:11]=[C:12](/[C:16]1[N:17]=[C:18]([NH:21][C:22]([O:24][C:25]([CH3:28])([CH3:27])[CH3:26])=[O:23])[S:19][CH:20]=1)\[C:13](O)=[O:14])([CH3:9])[CH3:8])([CH3:4])([CH3:3])[CH3:2].CCN(C(C)C)C(C)C.CN(C(ON1N=NC2C=CC=NC1=2)=[N+](C)C)C.F[P-](F)(F)(F)(F)F.[C:63]([O:67][C:68](=[O:83])[NH:69][CH2:70][C:71]1[N:75]([CH2:76][C@@H:77]2[C@H:80]([NH2:81])[C:79](=[O:82])[NH:78]2)[N:74]=[CH:73][N:72]=1)([CH3:66])([CH3:65])[CH3:64]. The catalyst is C(Cl)Cl.CN(C=O)C. The product is [C:63]([O:67][C:68]([NH:69][CH2:70][C:71]1[N:75]([CH2:76][C@@H:77]2[C@H:80]([NH:81][C:13](=[O:14])/[C:12](=[N:11]\[O:10][C:7]([CH3:9])([CH3:8])[C:6]([O:5][C:1]([CH3:4])([CH3:3])[CH3:2])=[O:29])/[C:16]3[N:17]=[C:18]([NH:21][C:22]([O:24][C:25]([CH3:28])([CH3:27])[CH3:26])=[O:23])[S:19][CH:20]=3)[C:79](=[O:82])[NH:78]2)[N:74]=[CH:73][N:72]=1)=[O:83])([CH3:66])([CH3:64])[CH3:65]. The yield is 0.580.